From a dataset of Reaction yield outcomes from USPTO patents with 853,638 reactions. Predict the reaction yield, written as a fraction of the theoretical maximum amount of product (1.0 means a 100% yield; for example, 0.34 means a 34% yield). (1) The reactants are [Br:1][C:2]1[CH:3]=[C:4]([NH2:18])[C:5]([NH2:17])=[CH:6][C:7]=1[O:8][C:9]1[CH:14]=[CH:13][C:12]([F:15])=[CH:11][C:10]=1[F:16].[N:19]([O-])=O.[Na+]. The catalyst is C(O)(=O)C.C(OCC)(=O)C.O. The product is [Br:1][C:2]1[C:7]([O:8][C:9]2[CH:14]=[CH:13][C:12]([F:15])=[CH:11][C:10]=2[F:16])=[CH:6][C:5]2[N:17]=[N:19][NH:18][C:4]=2[CH:3]=1. The yield is 0.780. (2) The reactants are C(OC([N:8]([C:10]1[CH:15]=[CH:14][C:13]([O:16][C:17]2[CH:22]=[CH:21][C:20]([O:23][CH:24]3[CH:29]4[CH2:30][CH2:31][N:26]([CH2:27][CH2:28]4)[CH2:25]3)=[CH:19][CH:18]=2)=[CH:12][CH:11]=1)[NH2:9])=O)(C)(C)C.[ClH:32]. The catalyst is CCOC(C)=O. The product is [ClH:32].[ClH:32].[N:26]12[CH2:31][CH2:30][CH:29]([CH2:28][CH2:27]1)[CH:24]([O:23][C:20]1[CH:19]=[CH:18][C:17]([O:16][C:13]3[CH:14]=[CH:15][C:10]([NH:8][NH2:9])=[CH:11][CH:12]=3)=[CH:22][CH:21]=1)[CH2:25]2. The yield is 0.790. (3) The reactants are [CH2:1]([N:8]1[CH2:12][CH:11]([N+:13]([O-])=O)[CH:10]([C:16]2[CH:21]=[CH:20][C:19]([F:22])=[CH:18][C:17]=2[CH3:23])[CH2:9]1)[C:2]1[CH:7]=[CH:6][CH:5]=[CH:4][CH:3]=1.O.O.Cl[Sn]Cl.C([O-])(O)=O.[Na+]. The catalyst is CCOC(C)=O. The product is [CH2:1]([N:8]1[CH2:9][CH:10]([C:16]2[CH:21]=[CH:20][C:19]([F:22])=[CH:18][C:17]=2[CH3:23])[CH:11]([NH2:13])[CH2:12]1)[C:2]1[CH:7]=[CH:6][CH:5]=[CH:4][CH:3]=1. The yield is 0.790. (4) The reactants are [C:1]1([C:7]2[NH:8][C:9]3[CH:15]=[CH:14][CH:13]=[CH:12][C:10]=3[N:11]=2)[CH:6]=[CH:5][CH:4]=[CH:3][CH:2]=1.[C:16]([O:20][CH3:21])(=[O:19])[CH:17]=[CH2:18]. The catalyst is CO. The product is [C:1]1([C:7]2[N:8]([CH2:18][CH2:17][C:16]([O:20][CH3:21])=[O:19])[C:9]3[CH:15]=[CH:14][CH:13]=[CH:12][C:10]=3[N:11]=2)[CH:2]=[CH:3][CH:4]=[CH:5][CH:6]=1. The yield is 0.600. (5) The reactants are [F:1][C:2]1[CH:3]=[CH:4][C:5]([CH3:12])=[C:6]([S:8](Cl)(=[O:10])=[O:9])[CH:7]=1.[CH3:13][NH2:14]. The catalyst is CC(C)=O. The product is [F:1][C:2]1[CH:3]=[CH:4][C:5]([CH3:12])=[C:6]([S:8]([NH:14][CH3:13])(=[O:10])=[O:9])[CH:7]=1. The yield is 0.960. (6) The reactants are C([O:3][C:4](=[O:20])[CH2:5][N:6]([C:8](=[O:19])[CH2:9][N:10]([C:12]([O:14][C:15]([CH3:18])([CH3:17])[CH3:16])=[O:13])[CH3:11])[CH3:7])C.[Li+].[OH-]. The catalyst is O.C1COCC1. The product is [C:15]([O:14][C:12]([N:10]([CH3:11])[CH2:9][C:8]([N:6]([CH2:5][C:4]([OH:20])=[O:3])[CH3:7])=[O:19])=[O:13])([CH3:18])([CH3:17])[CH3:16]. The yield is 0.900. (7) The reactants are [F:1][C:2]1[CH:7]=[CH:6][C:5]([F:8])=[CH:4][C:3]=1[C@H:9]1[CH2:13][CH2:12][CH2:11][N:10]1[C:14]1[CH:15]=[CH:16][C:17]2[N:18]([C:20]([NH2:23])=[CH:21][N:22]=2)[N:19]=1.[C:24]([N:31]1[CH:35]=[CH:34]N=[CH:32]1)(N1C=CN=C1)=[O:25].N1CC[O:39][CH2:38]C1. The catalyst is C(Cl)Cl. The product is [F:1][C:2]1[CH:7]=[CH:6][C:5]([F:8])=[CH:4][C:3]=1[C@H:9]1[CH2:13][CH2:12][CH2:11][N:10]1[C:14]1[CH:15]=[CH:16][C:17]2[N:18]([C:20]([NH:23][C:24]([N:31]3[CH2:35][CH2:34][O:39][CH2:38][CH2:32]3)=[O:25])=[CH:21][N:22]=2)[N:19]=1. The yield is 0.770. (8) The reactants are S(=O)(=O)(O)O.O.[Cl:7][C:8]1[CH:13]=[CH:12][C:11]([CH2:14][CH:15](O)[CH:16]([CH3:18])[CH3:17])=[CH:10][CH:9]=1. No catalyst specified. The product is [Cl:7][C:8]1[CH:13]=[C:12]2[C:11]([CH2:14][CH2:15][C:16]2([CH3:18])[CH3:17])=[CH:10][CH:9]=1. The yield is 0.630.